The task is: Regression. Given two drug SMILES strings and cell line genomic features, predict the synergy score measuring deviation from expected non-interaction effect.. This data is from NCI-60 drug combinations with 297,098 pairs across 59 cell lines. (1) Synergy scores: CSS=39.0, Synergy_ZIP=1.04, Synergy_Bliss=2.91, Synergy_Loewe=-28.9, Synergy_HSA=2.67. Cell line: HCT116. Drug 2: CCC1(CC2CC(C3=C(CCN(C2)C1)C4=CC=CC=C4N3)(C5=C(C=C6C(=C5)C78CCN9C7C(C=CC9)(C(C(C8N6C)(C(=O)OC)O)OC(=O)C)CC)OC)C(=O)OC)O.OS(=O)(=O)O. Drug 1: CN1CCC(CC1)COC2=C(C=C3C(=C2)N=CN=C3NC4=C(C=C(C=C4)Br)F)OC. (2) Drug 1: COC1=C(C=C2C(=C1)N=CN=C2NC3=CC(=C(C=C3)F)Cl)OCCCN4CCOCC4. Drug 2: CS(=O)(=O)CCNCC1=CC=C(O1)C2=CC3=C(C=C2)N=CN=C3NC4=CC(=C(C=C4)OCC5=CC(=CC=C5)F)Cl. Cell line: 786-0. Synergy scores: CSS=17.7, Synergy_ZIP=-4.74, Synergy_Bliss=3.73, Synergy_Loewe=1.51, Synergy_HSA=3.53.